This data is from Catalyst prediction with 721,799 reactions and 888 catalyst types from USPTO. The task is: Predict which catalyst facilitates the given reaction. (1) The catalyst class is: 3. Reactant: [CH3:1][C:2]1[N:3]=[C:4]([C:32]([OH:34])=O)[S:5][C:6]=1[C:7]1[CH:8]=[CH:9][C:10]2[N:11]([C:13]([C:16](=[O:31])[NH:17][C:18]3[CH:23]=[C:22]([C:24]4[N:28]=[C:27]([CH3:29])[O:26][N:25]=4)[CH:21]=[CH:20][C:19]=3[CH3:30])=[CH:14][N:15]=2)[CH:12]=1.CN(C(ON1N=NC2C=CC=NC1=2)=[N+](C)C)C.F[P-](F)(F)(F)(F)F.CCN(C(C)C)C(C)C.[NH2:68][CH2:69][CH2:70][OH:71]. Product: [OH:71][CH2:70][CH2:69][NH:68][C:32]([C:4]1[S:5][C:6]([C:7]2[CH:8]=[CH:9][C:10]3[N:11]([C:13]([C:16](=[O:31])[NH:17][C:18]4[CH:23]=[C:22]([C:24]5[N:28]=[C:27]([CH3:29])[O:26][N:25]=5)[CH:21]=[CH:20][C:19]=4[CH3:30])=[CH:14][N:15]=3)[CH:12]=2)=[C:2]([CH3:1])[N:3]=1)=[O:34]. (2) Reactant: [CH2:1]([C:3]1[CH:43]=[CH:42][C:6]([CH2:7][C:8]2[C:13]([C:14]#[N:15])=[C:12]([O:16]C)[CH:11]=[C:10]([C@:18]3([O:36][C@H:35]([CH2:37][O:38]C(=O)C)[C@@H:30]([O:31]C(=O)C)[C@H:25]([O:26]C(=O)C)[C@H:20]3[O:21]C(=O)C)[OH:19])[CH:9]=2)=[CH:5][CH:4]=1)[CH3:2].Cl.[NH+]1C=CC=CC=1.[OH-].[Na+].Cl. Product: [CH2:1]([C:3]1[CH:4]=[CH:5][C:6]([CH2:7][C:8]2[C:13]([C:14]#[N:15])=[C:12]([OH:16])[CH:11]=[C:10]([C@:18]3([O:36][C@H:35]([CH2:37][OH:38])[C@@H:30]([OH:31])[C@H:25]([OH:26])[C@H:20]3[OH:21])[OH:19])[CH:9]=2)=[CH:42][CH:43]=1)[CH3:2]. The catalyst class is: 5. (3) Reactant: [O:1]1CCC[CH2:2]1.[Br:6][C:7]1[N:24]([CH2:25][O:26][CH2:27][CH2:28][Si:29]([CH3:32])([CH3:31])[CH3:30])[C:10]2[CH:11]=[N:12][N:13]([CH2:16][O:17][CH2:18][CH2:19][Si:20]([CH3:23])([CH3:22])[CH3:21])[C:14](=[O:15])[C:9]=2[C:8]=1[CH2:33]Br.CO.C[O-].[Na+]. Product: [Br:6][C:7]1[N:24]([CH2:25][O:26][CH2:27][CH2:28][Si:29]([CH3:32])([CH3:30])[CH3:31])[C:10]2[CH:11]=[N:12][N:13]([CH2:16][O:17][CH2:18][CH2:19][Si:20]([CH3:23])([CH3:22])[CH3:21])[C:14](=[O:15])[C:9]=2[C:8]=1[CH2:33][O:1][CH3:2]. The catalyst class is: 6. (4) Reactant: Cl.[C:2]1([S:8]([C:11]2[C:19]3[C:14](=[C:15]([N:20]4[CH2:25][CH2:24][NH:23][CH2:22][CH2:21]4)[CH:16]=[CH:17][CH:18]=3)[NH:13][CH:12]=2)(=[O:10])=[O:9])[CH:7]=[CH:6][CH:5]=[CH:4][CH:3]=1.[CH2:26]=O. Product: [C:2]1([S:8]([C:11]2[C:19]3[C:14](=[C:15]([N:20]4[CH2:25][CH2:24][N:23]([CH3:26])[CH2:22][CH2:21]4)[CH:16]=[CH:17][CH:18]=3)[NH:13][CH:12]=2)(=[O:9])=[O:10])[CH:3]=[CH:4][CH:5]=[CH:6][CH:7]=1. The catalyst class is: 29. (5) Reactant: [CH3:1][N:2]1[C:6]([C:7]([O:9]C)=[O:8])=[C:5]([C:11]2[CH:16]=[CH:15][CH:14]=[CH:13][CH:12]=2)[CH:4]=[N:3]1.[Li+].[OH-]. Product: [CH3:1][N:2]1[C:6]([C:7]([OH:9])=[O:8])=[C:5]([C:11]2[CH:16]=[CH:15][CH:14]=[CH:13][CH:12]=2)[CH:4]=[N:3]1. The catalyst class is: 1. (6) Reactant: [NH2:1][CH2:2][CH2:3][CH2:4][CH2:5][N:6]1[C:14]2[N:9]3[C:10](=[N:15][C:16]([CH3:17])=[C:8]3[C:7]1=[O:18])[CH:11]=[CH:12][CH:13]=2.C(N(CC)CC)C.[CH2:26]([S:29](Cl)(=[O:31])=[O:30])[CH2:27][CH3:28]. Product: [CH3:17][C:16]1[N:15]=[C:10]2[CH:11]=[CH:12][CH:13]=[C:14]3[N:9]2[C:8]=1[C:7](=[O:18])[N:6]3[CH2:5][CH2:4][CH2:3][CH2:2][NH:1][S:29]([CH2:26][CH2:27][CH3:28])(=[O:31])=[O:30]. The catalyst class is: 2. (7) Reactant: [Cl-].O[NH3+:3].[C:4](=[O:7])([O-])[OH:5].[Na+].CS(C)=O.[CH3:13][C:14]1[N:15]([CH:39]=[C:40]([CH3:42])[CH3:41])[C:16](=[O:38])[C:17]([CH2:23][C:24]2[CH:29]=[CH:28][C:27]([C:30]3[C:31]([C:36]#[N:37])=[CH:32][CH:33]=[CH:34][CH:35]=3)=[CH:26][CH:25]=2)=[C:18]([CH2:20][CH2:21][CH3:22])[N:19]=1. Product: [CH3:13][C:14]1[N:15]([CH:39]=[C:40]([CH3:41])[CH3:42])[C:16](=[O:38])[C:17]([CH2:23][C:24]2[CH:29]=[CH:28][C:27]([C:30]3[CH:35]=[CH:34][CH:33]=[CH:32][C:31]=3[C:36]3[NH:3][C:4](=[O:7])[O:5][N:37]=3)=[CH:26][CH:25]=2)=[C:18]([CH2:20][CH2:21][CH3:22])[N:19]=1. The catalyst class is: 69.